This data is from NCI-60 drug combinations with 297,098 pairs across 59 cell lines. The task is: Regression. Given two drug SMILES strings and cell line genomic features, predict the synergy score measuring deviation from expected non-interaction effect. Drug 1: C1CCC(C1)C(CC#N)N2C=C(C=N2)C3=C4C=CNC4=NC=N3. Drug 2: C1=CC(=CC=C1CCCC(=O)O)N(CCCl)CCCl. Cell line: SN12C. Synergy scores: CSS=26.6, Synergy_ZIP=0.324, Synergy_Bliss=5.32, Synergy_Loewe=6.82, Synergy_HSA=7.25.